This data is from Catalyst prediction with 721,799 reactions and 888 catalyst types from USPTO. The task is: Predict which catalyst facilitates the given reaction. (1) Product: [Br:1][C:2]1[CH:7]=[CH:6][C:5]([NH:8][C:9](=[O:20])[C:10]2[CH:15]=[CH:14][C:13]([S:21][C:22]3[CH:27]=[CH:26][C:25]([OH:28])=[CH:24][CH:23]=3)=[C:12]([N+:17]([O-:19])=[O:18])[CH:11]=2)=[CH:4][CH:3]=1. The catalyst class is: 9. Reactant: [Br:1][C:2]1[CH:7]=[CH:6][C:5]([NH:8][C:9](=[O:20])[C:10]2[CH:15]=[CH:14][C:13](Cl)=[C:12]([N+:17]([O-:19])=[O:18])[CH:11]=2)=[CH:4][CH:3]=1.[SH:21][C:22]1[CH:27]=[CH:26][C:25]([OH:28])=[CH:24][CH:23]=1.C(=O)([O-])[O-].[Cs+].[Cs+]. (2) Reactant: [CH3:1][O:2][C:3](=[O:13])[C@@H:4]1[C:8]([CH3:10])([CH3:9])[C:7]([F:12])([F:11])[CH2:6][NH:5]1.C([O-])([O-])=O.[K+].[K+].CO.[CH:22]1[CH:27]=[CH:26][C:25]([CH2:28]Br)=[CH:24][CH:23]=1. Product: [CH3:1][O:2][C:3](=[O:13])[C@@H:4]1[C:8]([CH3:10])([CH3:9])[C:7]([F:12])([F:11])[CH2:6][N:5]1[CH2:28][C:25]1[CH:26]=[CH:27][CH:22]=[CH:23][CH:24]=1. The catalyst class is: 237. (3) Reactant: [N:1]([CH2:4][C@@H:5]([N:14](C)[C:15](=[O:21])[O:16][C:17]([CH3:20])([CH3:19])[CH3:18])[CH2:6][C@@H:7]1[CH2:13][CH2:12][CH2:11][CH2:10][O:9][CH2:8]1)=[N+]=[N-]. Product: [NH2:1][CH2:4][C@@H:5]([NH:14][C:15](=[O:21])[O:16][C:17]([CH3:19])([CH3:18])[CH3:20])[CH2:6][C@@H:7]1[CH2:13][CH2:12][CH2:11][CH2:10][O:9][CH2:8]1. The catalyst class is: 19. (4) Reactant: O[CH2:2][C:3]1[C:11]2[N:10]=[C:9]([CH2:12][N:13]3[C:17]4[CH:18]=[CH:19][CH:20]=[CH:21][C:16]=4[N:15]([CH:22]([CH3:24])[CH3:23])[C:14]3=[O:25])[N:8]([CH2:26][CH2:27][CH:28]([CH3:30])[CH3:29])[C:7]=2[CH:6]=[CH:5][CH:4]=1.S(Cl)([Cl:33])=O. Product: [Cl:33][CH2:2][C:3]1[C:11]2[N:10]=[C:9]([CH2:12][N:13]3[C:17]4[CH:18]=[CH:19][CH:20]=[CH:21][C:16]=4[N:15]([CH:22]([CH3:24])[CH3:23])[C:14]3=[O:25])[N:8]([CH2:26][CH2:27][CH:28]([CH3:30])[CH3:29])[C:7]=2[CH:6]=[CH:5][CH:4]=1. The catalyst class is: 4. (5) Reactant: [C:1]([N:8]1[CH2:13][CH2:12][C:11](=[O:14])[CH2:10][CH2:9]1)([O:3][C:4]([CH3:7])([CH3:6])[CH3:5])=[O:2].[Li+].CC([N-]C(C)C)C.[F:23][C:24]([F:43])([F:42])[S:25](N(C1C=CC=CC=1)[S:25]([C:24]([F:43])([F:42])[F:23])(=[O:27])=[O:26])(=[O:27])=[O:26]. Product: [F:23][C:24]([F:43])([F:42])[S:25]([O:14][C:11]1[CH2:10][CH2:9][N:8]([C:1]([O:3][C:4]([CH3:7])([CH3:6])[CH3:5])=[O:2])[CH2:13][CH:12]=1)(=[O:27])=[O:26]. The catalyst class is: 1. (6) Reactant: Br[C:2]1[CH:3]=[CH:4][C:5]2[CH:6]([CH:16]3[CH2:22][CH:21]4[N:23]([C:24](=[O:29])[C:25]([F:28])([F:27])[F:26])[CH:18]([CH2:19][CH2:20]4)[CH2:17]3)[C:7]3[C:12]([O:13][C:14]=2[CH:15]=1)=[CH:11][CH:10]=[CH:9][CH:8]=3.[Cu](C#N)[C:31]#[N:32].[I-].[K+]. Product: [F:27][C:25]([F:26])([F:28])[C:24]([N:23]1[CH:21]2[CH2:20][CH2:19][CH:18]1[CH2:17][CH:16]([CH:6]1[C:5]3[CH:4]=[CH:3][C:2]([C:31]#[N:32])=[CH:15][C:14]=3[O:13][C:12]3[C:7]1=[CH:8][CH:9]=[CH:10][CH:11]=3)[CH2:22]2)=[O:29]. The catalyst class is: 3. (7) Reactant: [Cl:1][C:2]1[N:7]=[C:6]([C:8]([NH2:10])=[O:9])[C:5]([N+:11]([O-])=O)=[CH:4][CH:3]=1.[Cl-].[NH4+]. Product: [NH2:11][C:5]1[C:6]([C:8]([NH2:10])=[O:9])=[N:7][C:2]([Cl:1])=[CH:3][CH:4]=1. The catalyst class is: 314.